From a dataset of Catalyst prediction with 721,799 reactions and 888 catalyst types from USPTO. Predict which catalyst facilitates the given reaction. (1) Reactant: C[O:2][C:3](=[O:30])[C:4]1[CH:9]=[CH:8][C:7]([O:10][CH2:11][CH:12]([C:18]2[CH:27]=[C:26]3[C:21]([C:22]([CH3:29])([CH3:28])[CH2:23][CH2:24][S:25]3)=[CH:20][CH:19]=2)[CH2:13][CH2:14][CH2:15][CH2:16][CH3:17])=[CH:6][CH:5]=1.[OH-].[K+].C1COCC1.Cl. Product: [CH3:28][C:22]1([CH3:29])[C:21]2[C:26](=[CH:27][C:18]([CH:12]([CH2:13][CH2:14][CH2:15][CH2:16][CH3:17])[CH2:11][O:10][C:7]3[CH:6]=[CH:5][C:4]([C:3]([OH:30])=[O:2])=[CH:9][CH:8]=3)=[CH:19][CH:20]=2)[S:25][CH2:24][CH2:23]1. The catalyst class is: 40. (2) Reactant: [Cl:1][C:2]1[CH:3]=[C:4]([C@@H:8]2[CH2:10][O:9]2)[CH:5]=[CH:6][CH:7]=1.C[Si]([N-:15][Si](C)(C)C)(C)C.[Na+].O. Product: [NH2:15][CH2:10][C@@H:8]([C:4]1[CH:5]=[CH:6][CH:7]=[C:2]([Cl:1])[CH:3]=1)[OH:9]. The catalyst class is: 1. (3) Reactant: [NH2:1][C:2]1[CH:3]=[C:4]([NH:8][C:9]([CH:11]2[CH2:20][CH2:19][CH2:18][CH2:17][C:12]32[O:16][CH2:15][CH2:14][O:13]3)=[O:10])[CH:5]=[CH:6][CH:7]=1.[C:21]1(=O)[O:26][C:24](=[O:25])[C:23]2=[CH:27][CH:28]=[CH:29][CH:30]=[C:22]12. Product: [O:25]=[C:24]1[C:23]2[C:22](=[CH:30][CH:29]=[CH:28][CH:27]=2)[C:21](=[O:26])[N:1]1[C:2]1[CH:3]=[C:4]([NH:8][C:9]([CH:11]2[CH2:20][CH2:19][CH2:18][CH2:17][C:12]32[O:13][CH2:14][CH2:15][O:16]3)=[O:10])[CH:5]=[CH:6][CH:7]=1. The catalyst class is: 22. (4) Reactant: C([S:8][C:9]1[CH:18]=[C:17]2[C:12]([C:13]([C:19]3[CH:24]=[C:23]([Cl:25])[C:22]([Br:26])=[CH:21][C:20]=3[O:27][CH3:28])=[N:14][CH:15]=[N:16]2)=[CH:11][CH:10]=1)C1C=CC=CC=1.ClN1C(C)(C)C(=[O:37])N(Cl)C1=O.[F:40][C:41]1[C:46]([F:47])=[C:45]([F:48])[C:44]([F:49])=[C:43]([F:50])[C:42]=1[OH:51].C(N(CC)CC)C.[OH2:59]. Product: [Br:26][C:22]1[C:23]([Cl:25])=[CH:24][C:19]([C:13]2[C:12]3[C:17](=[CH:18][C:9]([S:8]([O:51][C:42]4[C:41]([F:40])=[C:46]([F:47])[C:45]([F:48])=[C:44]([F:49])[C:43]=4[F:50])(=[O:37])=[O:59])=[CH:10][CH:11]=3)[N:16]=[CH:15][N:14]=2)=[C:20]([O:27][CH3:28])[CH:21]=1. The catalyst class is: 699. (5) Reactant: [F:1][C:2]([F:35])([F:34])[C:3]1[CH:8]=[CH:7][C:6]([C:9]2[C:10]([C:15]([NH:17][C:18]3[CH:23]=[CH:22][C:21]([N:24]4[CH2:29][CH2:28][N:27]([CH2:30][C:31]([OH:33])=O)[CH2:26][CH2:25]4)=[CH:20][CH:19]=3)=[O:16])=[CH:11][CH:12]=[CH:13][CH:14]=2)=[CH:5][CH:4]=1.[C:36]1([C:44]2[CH:49]=[CH:48][CH:47]=[CH:46][CH:45]=2)[CH:41]=[CH:40][CH:39]=[C:38](NC)[CH:37]=1.C1C=CC2N(O)N=[N:56][C:54]=2C=1.CCN=C=NCCCN(C)C.Cl. Product: [C:36]1([C:44]2[CH:45]=[CH:46][CH:47]=[CH:48][CH:49]=2)[CH:41]=[CH:40][CH:39]=[C:38]([CH2:54][NH:56][C:31]([CH2:30][N:27]2[CH2:26][CH2:25][N:24]([C:21]3[CH:22]=[CH:23][C:18]([NH:17][C:15]([C:10]4[C:9]([C:6]5[CH:7]=[CH:8][C:3]([C:2]([F:34])([F:1])[F:35])=[CH:4][CH:5]=5)=[CH:14][CH:13]=[CH:12][CH:11]=4)=[O:16])=[CH:19][CH:20]=3)[CH2:29][CH2:28]2)=[O:33])[CH:37]=1. The catalyst class is: 624.